Dataset: NCI-60 drug combinations with 297,098 pairs across 59 cell lines. Task: Regression. Given two drug SMILES strings and cell line genomic features, predict the synergy score measuring deviation from expected non-interaction effect. (1) Drug 1: CC1C(C(CC(O1)OC2CC(OC(C2O)C)OC3=CC4=CC5=C(C(=O)C(C(C5)C(C(=O)C(C(C)O)O)OC)OC6CC(C(C(O6)C)O)OC7CC(C(C(O7)C)O)OC8CC(C(C(O8)C)O)(C)O)C(=C4C(=C3C)O)O)O)O. Drug 2: CC1=C(C(=O)C2=C(C1=O)N3CC4C(C3(C2COC(=O)N)OC)N4)N. Cell line: SK-OV-3. Synergy scores: CSS=57.2, Synergy_ZIP=-6.50, Synergy_Bliss=-3.47, Synergy_Loewe=-8.45, Synergy_HSA=-1.33. (2) Drug 1: C1CCC(C1)C(CC#N)N2C=C(C=N2)C3=C4C=CNC4=NC=N3. Drug 2: CC1=CC=C(C=C1)C2=CC(=NN2C3=CC=C(C=C3)S(=O)(=O)N)C(F)(F)F. Cell line: NCI-H322M. Synergy scores: CSS=7.93, Synergy_ZIP=1.78, Synergy_Bliss=2.66, Synergy_Loewe=2.71, Synergy_HSA=2.44. (3) Drug 1: C1=NC(=NC(=O)N1C2C(C(C(O2)CO)O)O)N. Drug 2: C(CN)CNCCSP(=O)(O)O. Cell line: RPMI-8226. Synergy scores: CSS=53.3, Synergy_ZIP=-0.853, Synergy_Bliss=-0.698, Synergy_Loewe=-42.3, Synergy_HSA=-0.880. (4) Cell line: SK-MEL-5. Drug 1: CC1=C(C=C(C=C1)NC2=NC=CC(=N2)N(C)C3=CC4=NN(C(=C4C=C3)C)C)S(=O)(=O)N.Cl. Drug 2: C(=O)(N)NO. Synergy scores: CSS=-0.154, Synergy_ZIP=1.33, Synergy_Bliss=1.69, Synergy_Loewe=-2.25, Synergy_HSA=-1.80. (5) Drug 1: C1=CC(=CC=C1CCC2=CNC3=C2C(=O)NC(=N3)N)C(=O)NC(CCC(=O)O)C(=O)O. Drug 2: C1CN(P(=O)(OC1)NCCCl)CCCl. Cell line: RPMI-8226. Synergy scores: CSS=38.0, Synergy_ZIP=2.53, Synergy_Bliss=0.298, Synergy_Loewe=-27.2, Synergy_HSA=0.875. (6) Cell line: CCRF-CEM. Drug 2: CC1=C2C(C(=O)C3(C(CC4C(C3C(C(C2(C)C)(CC1OC(=O)C(C(C5=CC=CC=C5)NC(=O)OC(C)(C)C)O)O)OC(=O)C6=CC=CC=C6)(CO4)OC(=O)C)O)C)O. Synergy scores: CSS=68.2, Synergy_ZIP=0.0573, Synergy_Bliss=-0.690, Synergy_Loewe=-0.324, Synergy_HSA=1.56. Drug 1: C1=CC(=C2C(=C1NCCNCCO)C(=O)C3=C(C=CC(=C3C2=O)O)O)NCCNCCO. (7) Drug 1: C(CC(=O)O)C(=O)CN.Cl. Drug 2: C1CN(P(=O)(OC1)NCCCl)CCCl. Cell line: IGROV1. Synergy scores: CSS=4.87, Synergy_ZIP=-1.11, Synergy_Bliss=-2.09, Synergy_Loewe=-4.17, Synergy_HSA=-4.23. (8) Drug 1: CC1C(C(CC(O1)OC2CC(CC3=C2C(=C4C(=C3O)C(=O)C5=C(C4=O)C(=CC=C5)OC)O)(C(=O)C)O)N)O.Cl. Drug 2: CC(C1=C(C=CC(=C1Cl)F)Cl)OC2=C(N=CC(=C2)C3=CN(N=C3)C4CCNCC4)N. Cell line: OVCAR-4. Synergy scores: CSS=2.52, Synergy_ZIP=-1.43, Synergy_Bliss=-1.75, Synergy_Loewe=-6.70, Synergy_HSA=-2.42. (9) Drug 1: CN(CC1=CN=C2C(=N1)C(=NC(=N2)N)N)C3=CC=C(C=C3)C(=O)NC(CCC(=O)O)C(=O)O. Drug 2: C1=NC2=C(N=C(N=C2N1C3C(C(C(O3)CO)O)O)F)N. Cell line: HOP-62. Synergy scores: CSS=28.3, Synergy_ZIP=-10.5, Synergy_Bliss=-9.14, Synergy_Loewe=-8.17, Synergy_HSA=-8.05. (10) Drug 1: C1CCC(C1)C(CC#N)N2C=C(C=N2)C3=C4C=CNC4=NC=N3. Drug 2: CS(=O)(=O)CCNCC1=CC=C(O1)C2=CC3=C(C=C2)N=CN=C3NC4=CC(=C(C=C4)OCC5=CC(=CC=C5)F)Cl. Cell line: UACC-257. Synergy scores: CSS=-8.13, Synergy_ZIP=2.93, Synergy_Bliss=-1.77, Synergy_Loewe=-6.47, Synergy_HSA=-6.33.